Dataset: Reaction yield outcomes from USPTO patents with 853,638 reactions. Task: Predict the reaction yield, written as a fraction of the theoretical maximum amount of product (1.0 means a 100% yield; for example, 0.34 means a 34% yield). (1) The reactants are [C:1]1(=[O:11])[C:10]2[C:5](=[CH:6][CH:7]=[CH:8][CH:9]=2)[CH2:4][CH2:3][NH:2]1.I[C:13]1[CH:14]=[N:15][CH:16]=[CH:17][C:18]=1[CH3:19].P([O-])([O-])([O-])=O.[K+].[K+].[K+]. The catalyst is [Cu](I)I.O1CCOCC1. The product is [CH3:19][C:18]1[CH:17]=[CH:16][N:15]=[CH:14][C:13]=1[N:2]1[CH2:3][CH2:4][C:5]2[C:10](=[CH:9][CH:8]=[CH:7][CH:6]=2)[C:1]1=[O:11]. The yield is 0.350. (2) The reactants are [Cl:1][C:2]([Cl:11])([Cl:10])[C:3]([C:5]1[NH:6][CH:7]=[CH:8][CH:9]=1)=[O:4].[I:12]Cl. The catalyst is ClCCl. The product is [Cl:11][C:2]([Cl:1])([Cl:10])[C:3]([C:5]1[NH:6][CH:7]=[C:8]([I:12])[CH:9]=1)=[O:4]. The yield is 0.920. (3) The reactants are [N:1]1([CH2:6][CH2:7][CH2:8][O:9][C:10]2[CH:15]=[CH:14][C:13]([C:16]3([CH:22]=O)[CH2:21][CH2:20][O:19][CH2:18][CH2:17]3)=[CH:12][CH:11]=2)[CH2:5][CH2:4][CH2:3][CH2:2]1.[NH:24]1[CH2:29][CH2:28][S:27][CH2:26][CH2:25]1. The catalyst is CC(C)[O-].[Ti+4].CC(C)[O-].CC(C)[O-].CC(C)[O-].C(O)C. The product is [N:1]1([CH2:6][CH2:7][CH2:8][O:9][C:10]2[CH:11]=[CH:12][C:13]([C:16]3([CH2:22][N:24]4[CH2:29][CH2:28][S:27][CH2:26][CH2:25]4)[CH2:21][CH2:20][O:19][CH2:18][CH2:17]3)=[CH:14][CH:15]=2)[CH2:2][CH2:3][CH2:4][CH2:5]1. The yield is 0.550. (4) The reactants are Cl[C:2]1[C:25]([CH3:26])=[CH:24][C:5]2[N:6]=[C:7]3[C:12]([N:13]([CH2:14][CH2:15][CH2:16][N:17]4[CH:21]=[CH:20][CH:19]=[CH:18]4)[C:4]=2[CH:3]=1)=[N:11][C:10](=[O:22])[NH:9][C:8]3=[O:23].[CH3:27][NH:28][CH3:29].O1CCCC1. The catalyst is CN1CCCC1=O. The product is [CH3:27][N:28]([CH3:29])[C:2]1[C:25]([CH3:26])=[CH:24][C:5]2[N:6]=[C:7]3[C:12]([N:13]([CH2:14][CH2:15][CH2:16][N:17]4[CH:21]=[CH:20][CH:19]=[CH:18]4)[C:4]=2[CH:3]=1)=[N:11][C:10](=[O:22])[NH:9][C:8]3=[O:23]. The yield is 0.450. (5) The reactants are CN(C)C=O.[C:6](Cl)(=[O:10])[C:7](Cl)=O.[F:12][C:13]1[C:18]([C:19]2[N:20]([Si](C(C)C)(C(C)C)C(C)C)[CH:21]=C[C:23]=2[F:24])=[CH:17][CH:16]=[CH:15][N:14]=1.[OH-].[Na+]. The catalyst is ClCCl. The product is [F:24][C:23]1[C:7]([CH:6]=[O:10])=[CH:21][NH:20][C:19]=1[C:18]1[C:13]([F:12])=[N:14][CH:15]=[CH:16][CH:17]=1. The yield is 0.780. (6) The reactants are [Br:1][C:2]1[CH:3]=[CH:4][C:5]([C:15]([OH:17])=O)=[N:6][C:7]=1[O:8][CH2:9][C:10]1([CH3:14])[CH2:13][O:12][CH2:11]1.[Cl-].COC1N=C(OC)N=C([N+]2(C)CCOCC2)N=1.CCN(C(C)C)C(C)C.[CH3:45][C:46]([CH3:53])([C:48]1[S:49][CH:50]=[CH:51][N:52]=1)[NH2:47]. The catalyst is CN(C=O)C. The product is [CH3:45][C:46]([NH:47][C:15]([C:5]1[CH:4]=[CH:3][C:2]([Br:1])=[C:7]([O:8][CH2:9][C:10]2([CH3:14])[CH2:11][O:12][CH2:13]2)[N:6]=1)=[O:17])([C:48]1[S:49][CH:50]=[CH:51][N:52]=1)[CH3:53]. The yield is 0.230. (7) The reactants are C([N:8]1[CH2:13][CH2:12][CH:11]([CH2:14][NH:15][C:16]2[CH:21]=[CH:20][N:19]=[CH:18][CH:17]=2)[CH2:10][CH2:9]1)(OC(C)(C)C)=O.[ClH:22]. The catalyst is CO. The product is [ClH:22].[ClH:22].[N:19]1[CH:20]=[CH:21][C:16]([NH:15][CH2:14][CH:11]2[CH2:12][CH2:13][NH:8][CH2:9][CH2:10]2)=[CH:17][CH:18]=1. The yield is 0.880.